From a dataset of Catalyst prediction with 721,799 reactions and 888 catalyst types from USPTO. Predict which catalyst facilitates the given reaction. (1) Reactant: [NH2:1][C:2]1[CH:21]=[CH:20][C:5]([CH2:6][C:7]2[NH:15][C:14]3[C:13](=[O:16])[N:12]([CH3:17])[C:11](=[O:18])[N:10]([CH3:19])[C:9]=3[N:8]=2)=[CH:4][CH:3]=1.[Cl:22][C:23]1[N:27]([CH3:28])[N:26]=[C:25]([CH3:29])[C:24]=1[S:30](Cl)(=[O:32])=[O:31].C(OCC)(=O)C. Product: [CH3:17][N:12]1[C:13](=[O:16])[C:14]2[NH:15][C:7]([CH2:6][C:5]3[CH:20]=[CH:21][C:2]([NH:1][S:30]([C:24]4[C:25]([CH3:29])=[N:26][N:27]([CH3:28])[C:23]=4[Cl:22])(=[O:31])=[O:32])=[CH:3][CH:4]=3)=[N:8][C:9]=2[N:10]([CH3:19])[C:11]1=[O:18]. The catalyst class is: 17. (2) Reactant: [CH3:1][N:2]([CH3:26])[C:3]1[N:25]=[C:6]2[CH:7]=[C:8]([NH:11][C:12]([C:14]3[N:18]([CH3:19])[N:17]=[CH:16][C:15]=3[C:20]([O:22]CC)=[O:21])=[O:13])[CH:9]=[CH:10][N:5]2[N:4]=1.O.[OH-].[Li+]. Product: [CH3:1][N:2]([CH3:26])[C:3]1[N:25]=[C:6]2[CH:7]=[C:8]([NH:11][C:12]([C:14]3[N:18]([CH3:19])[N:17]=[CH:16][C:15]=3[C:20]([OH:22])=[O:21])=[O:13])[CH:9]=[CH:10][N:5]2[N:4]=1. The catalyst class is: 24. (3) Product: [C:1]([NH:9][C:10]1[C:15]([I:16])=[CH:14][N:13]([CH2:21][C:22]([O:24][CH2:25][CH3:26])=[O:23])[C:12](=[O:17])[N:11]=1)(=[O:8])[C:2]1[CH:7]=[CH:6][CH:5]=[CH:4][CH:3]=1. Reactant: [C:1]([NH:9][C:10]1[C:15]([I:16])=[CH:14][NH:13][C:12](=[O:17])[N:11]=1)(=[O:8])[C:2]1[CH:7]=[CH:6][CH:5]=[CH:4][CH:3]=1.[H-].[Na+].Br[CH2:21][C:22]([O:24][CH2:25][CH3:26])=[O:23]. The catalyst class is: 3. (4) Reactant: C([O:8][C:9]1[CH:14]=[CH:13][CH:12]=[CH:11][C:10]=1[C:15]1[NH:19][N:18]=[C:17]([C:20]([NH:22][CH2:23][C:24]([OH:26])=[O:25])=[O:21])[CH:16]=1)C1C=CC=CC=1. Product: [OH:8][C:9]1[CH:14]=[CH:13][CH:12]=[CH:11][C:10]=1[C:15]1[NH:19][N:18]=[C:17]([C:20]([NH:22][CH2:23][C:24]([OH:26])=[O:25])=[O:21])[CH:16]=1. The catalyst class is: 19. (5) Reactant: [CH:1]1([CH2:7][N:8]2[C:16]3[C:11](=[CH:12][CH:13]=[CH:14][C:15]=3[Cl:17])[C:10]([C:18]([NH:20][NH2:21])=[O:19])=[CH:9]2)[CH2:6][CH2:5][CH2:4][CH2:3][CH2:2]1.C(=O)([O-])[O-].[K+].[K+].[Cl:28][CH2:29][C:30](Cl)=[O:31].C(=O)(O)[O-].[Na+]. Product: [Cl:28][CH2:29][C:30]([N:20]([C:18]([C:10]1[C:11]2[C:16](=[C:15]([Cl:17])[CH:14]=[CH:13][CH:12]=2)[N:8]([CH2:7][CH:1]2[CH2:2][CH2:3][CH2:4][CH2:5][CH2:6]2)[CH:9]=1)=[O:19])[NH2:21])=[O:31]. The catalyst class is: 4.